Predict which catalyst facilitates the given reaction. From a dataset of Catalyst prediction with 721,799 reactions and 888 catalyst types from USPTO. (1) Reactant: [NH3:1].[CH2:2]([OH:9])[C:3]1[CH:8]=[CH:7][CH:6]=[CH:5][CH:4]=1. Product: [CH2:2]([NH2:1])[C:3]1[CH:8]=[CH:7][CH:6]=[CH:5][CH:4]=1.[CH:2](=[N:1][CH2:2][C:3]1[CH:8]=[CH:7][CH:6]=[CH:5][CH:4]=1)[C:3]1[CH:8]=[CH:7][CH:6]=[CH:5][CH:4]=1.[CH2:2]([OH:9])[C:3]1[CH:8]=[CH:7][CH:6]=[CH:5][CH:4]=1. The catalyst class is: 11. (2) The catalyst class is: 9. Reactant: [H-].[Na+].[C:3]([O:7][C:8]([NH:10][C@@H:11]([C:22]([OH:24])=[O:23])[CH2:12][C:13]1[C:21]2[C:16](=[CH:17][CH:18]=[CH:19][CH:20]=2)[NH:15][CH:14]=1)=[O:9])([CH3:6])([CH3:5])[CH3:4].Br[CH2:26][CH:27]1[CH2:30][CH2:29][CH2:28]1. Product: [C:3]([O:7][C:8]([NH:10][C@@H:11]([C:22]([OH:24])=[O:23])[CH2:12][C:13]1[C:21]2[C:16](=[CH:17][CH:18]=[CH:19][CH:20]=2)[N:15]([CH2:26][CH:27]2[CH2:30][CH2:29][CH2:28]2)[CH:14]=1)=[O:9])([CH3:6])([CH3:4])[CH3:5]. (3) The catalyst class is: 7. Reactant: [CH2:1]1[C:9]2[C:4](=[CH:5][CH:6]=[CH:7][CH:8]=2)[CH:3]=[CH:2]1.[CH2:10]([Li])[CH2:11][CH2:12][CH3:13].Br[CH:16](Br)[CH3:17].O. Product: [CH:1]1([CH2:13][CH2:12][CH:11]2[C:10]3[C:1](=[CH:2][CH:3]=[CH:16][CH:17]=3)[CH:9]=[CH:8]2)[C:9]2[C:4](=[CH:5][CH:6]=[CH:7][CH:8]=2)[CH:3]=[CH:2]1. (4) Reactant: [N+:1]([C:4]1[CH:9]=[CH:8][CH:7]=[CH:6][C:5]=1[N:10]1[CH2:15][CH2:14][CH2:13][C@H:12]([NH:16][C:17](=[O:23])[O:18][C:19]([CH3:22])([CH3:21])[CH3:20])[CH2:11]1)([O-])=O. Product: [NH2:1][C:4]1[CH:9]=[CH:8][CH:7]=[CH:6][C:5]=1[N:10]1[CH2:15][CH2:14][CH2:13][C@H:12]([NH:16][C:17](=[O:23])[O:18][C:19]([CH3:21])([CH3:20])[CH3:22])[CH2:11]1. The catalyst class is: 748. (5) Reactant: C[Si](C)(C)[C:3]#[C:4][C:5]1[CH:12]=[CH:11][CH:10]=[CH:9][C:6]=1[CH:7]=[O:8].[F-].[K+].O. Product: [C:4]([C:5]1[CH:12]=[CH:11][CH:10]=[CH:9][C:6]=1[CH:7]=[O:8])#[CH:3]. The catalyst class is: 9.